From a dataset of Forward reaction prediction with 1.9M reactions from USPTO patents (1976-2016). Predict the product of the given reaction. Given the reactants [Cl:1][C:2]1[CH:11]=[C:10]2[C:5]([C:6](=[O:32])[C:7]([CH2:18][NH:19][C:20](=[O:31])OC3C=CC([N+]([O-])=O)=CC=3)=[CH:8][N:9]2[C:12]2[CH:17]=[CH:16][CH:15]=[CH:14][CH:13]=2)=[CH:4][CH:3]=1.[NH:33]1[CH2:38][CH2:37][CH2:36][CH2:35][CH2:34]1, predict the reaction product. The product is: [Cl:1][C:2]1[CH:11]=[C:10]2[C:5]([C:6](=[O:32])[C:7]([CH2:18][NH:19][C:20]([N:33]3[CH2:38][CH2:37][CH2:36][CH2:35][CH2:34]3)=[O:31])=[CH:8][N:9]2[C:12]2[CH:13]=[CH:14][CH:15]=[CH:16][CH:17]=2)=[CH:4][CH:3]=1.